Dataset: TCR-epitope binding with 47,182 pairs between 192 epitopes and 23,139 TCRs. Task: Binary Classification. Given a T-cell receptor sequence (or CDR3 region) and an epitope sequence, predict whether binding occurs between them. (1) The epitope is GILGFVFTL. The TCR CDR3 sequence is CASSPETSEPHNEQFF. Result: 1 (the TCR binds to the epitope). (2) The epitope is YEGNSPFHPL. The TCR CDR3 sequence is CSASRAPGEQYF. Result: 0 (the TCR does not bind to the epitope). (3) The epitope is VVYRGTTTY. The TCR CDR3 sequence is CASSSPGGAGYEQYF. Result: 1 (the TCR binds to the epitope). (4) The epitope is KLSYGIATV. The TCR CDR3 sequence is CASSHTSGGGDTQYF. Result: 1 (the TCR binds to the epitope). (5) The epitope is ILGLPTQTV. The TCR CDR3 sequence is CASSQDLLLAGLTDTQYF. Result: 1 (the TCR binds to the epitope).